Dataset: Forward reaction prediction with 1.9M reactions from USPTO patents (1976-2016). Task: Predict the product of the given reaction. (1) Given the reactants [CH2:1]([O:8][C:9]1[C:14]2[CH2:15][CH:16]=[CH:17][C:18]3[C:19](=[CH:20][C:21]4[CH:22]=[C:23]([CH2:28][OH:29])[N:24]([CH3:27])[C:25]=4[CH:26]=3)[C:13]=2[N:12]([CH2:30][C:31]2[CH:36]=[CH:35][C:34]([O:37][CH3:38])=[CH:33][C:32]=2[O:39][CH3:40])[C:11](=[O:41])[C:10]=1[C:42]([O:44][CH3:45])=[O:43])[C:2]1[CH:7]=[CH:6][CH:5]=[CH:4][CH:3]=1, predict the reaction product. The product is: [CH2:1]([O:8][C:9]1[C:14]2[CH2:15][CH:16]=[CH:17][C:18]3[C:19](=[CH:20][C:21]4[CH:22]=[C:23]([CH:28]=[O:29])[N:24]([CH3:27])[C:25]=4[CH:26]=3)[C:13]=2[N:12]([CH2:30][C:31]2[CH:36]=[CH:35][C:34]([O:37][CH3:38])=[CH:33][C:32]=2[O:39][CH3:40])[C:11](=[O:41])[C:10]=1[C:42]([O:44][CH3:45])=[O:43])[C:2]1[CH:7]=[CH:6][CH:5]=[CH:4][CH:3]=1. (2) Given the reactants [CH3:1][C:2]1[CH:7]=[CH:6][CH:5]=[CH:4][C:3]=1[C:8]([N:10]=[C:11]=[S:12])=[O:9].[CH3:13][O:14][C:15]1[CH:16]=[C:17]2[C:22](=[CH:23][C:24]=1[O:25][CH3:26])[N:21]=[CH:20][CH:19]=[C:18]2[O:27][C:28]1[CH:34]=[CH:33][C:31]([NH2:32])=[C:30]([CH3:35])[CH:29]=1.C1(C)C=CC=CC=1, predict the reaction product. The product is: [CH3:13][O:14][C:15]1[CH:16]=[C:17]2[C:22](=[CH:23][C:24]=1[O:25][CH3:26])[N:21]=[CH:20][CH:19]=[C:18]2[O:27][C:28]1[CH:34]=[CH:33][C:31]([NH:32][C:11]([NH:10][C:8](=[O:9])[C:3]2[CH:4]=[CH:5][CH:6]=[CH:7][C:2]=2[CH3:1])=[S:12])=[C:30]([CH3:35])[CH:29]=1. (3) Given the reactants [CH2:1]([NH2:7])[CH2:2][CH2:3][CH2:4][CH2:5][CH3:6].C([O:10][C:11]([C:13]1[S:14][C:15]([N:18]2[CH2:23][CH2:22][N:21]([C:24](=[O:35])[C:25]3[CH:30]=[CH:29][CH:28]=[CH:27][C:26]=3[C:31]([F:34])([F:33])[F:32])[CH2:20][CH2:19]2)=[N:16][N:17]=1)=O)C, predict the reaction product. The product is: [CH2:1]([NH:7][C:11]([C:13]1[S:14][C:15]([N:18]2[CH2:19][CH2:20][N:21]([C:24](=[O:35])[C:25]3[CH:30]=[CH:29][CH:28]=[CH:27][C:26]=3[C:31]([F:34])([F:33])[F:32])[CH2:22][CH2:23]2)=[N:16][N:17]=1)=[O:10])[CH2:2][CH2:3][CH2:4][CH2:5][CH3:6]. (4) Given the reactants [NH2:1][C:2]1[C:3]([C:32](OCC)=[O:33])=[N:4][C:5]([NH:17][C:18]2[CH:23]=[CH:22][CH:21]=[CH:20][C:19]=2[O:24][Si](C(C)(C)C)(C)C)=[N:6][C:7]=1[NH:8][C:9]1[CH:14]=[CH:13][CH:12]=[CH:11][C:10]=1[O:15][CH3:16].NC1C(C(OCC)=O)=NC(NC2C=CC=CC=2O)=NC=1NC1C=CC=C[C:46]=1[O:51]C.[Si](Cl)(C(C)(C)C)(C)C.[NH:74]1C=CN=C1, predict the reaction product. The product is: [OH:24][C:19]1[CH:20]=[CH:21][CH:22]=[CH:23][C:18]=1[NH:17][C:5]1[N:6]=[C:7]2[C:2]([NH:1][C:46](=[O:51])[N:8]2[C:9]2[CH:14]=[CH:13][CH:12]=[CH:11][C:10]=2[O:15][CH3:16])=[C:3]([C:32]([NH2:74])=[O:33])[N:4]=1.